From a dataset of Forward reaction prediction with 1.9M reactions from USPTO patents (1976-2016). Predict the product of the given reaction. (1) Given the reactants Br[C:2]1[CH:7]=[CH:6][C:5]([C:8]2[O:9][C:10]([CH3:13])=[N:11][N:12]=2)=[CH:4][C:3]=1[CH3:14].[CH3:15][C:16]1[CH:21]=[CH:20][C:19]([NH:22][C:23]([C:25]2[CH:29]=[CH:28][O:27][CH:26]=2)=[O:24])=[CH:18][C:17]=1B1OC(C)(C)C(C)(C)O1, predict the reaction product. The product is: [CH3:15][C:16]1[C:17]([C:2]2[CH:7]=[CH:6][C:5]([C:8]3[O:9][C:10]([CH3:13])=[N:11][N:12]=3)=[CH:4][C:3]=2[CH3:14])=[CH:18][C:19]([NH:22][C:23]([C:25]2[CH:29]=[CH:28][O:27][CH:26]=2)=[O:24])=[CH:20][CH:21]=1. (2) Given the reactants [O:1]=[C:2]1[O:6][C@H:5]([C@@H:7]([NH:15][C:16](=[O:22])[O:17][C:18]([CH3:21])([CH3:20])[CH3:19])[CH2:8][C:9]2[CH:14]=[CH:13][CH:12]=[CH:11][CH:10]=2)[CH2:4][CH:3]1[CH2:23][C:24]1[CH:29]=[CH:28][C:27]([C:30]2[CH:35]=[CH:34][CH:33]=[CH:32][N:31]=2)=[CH:26][CH:25]=1.[OH2:36].[OH-].[Li+].N1C=CN=C1.[Si:44](Cl)([C:47]([CH3:50])([CH3:49])[CH3:48])([CH3:46])[CH3:45], predict the reaction product. The product is: [C:18]([O:17][C:16]([NH:15][C@@H:7]([CH2:8][C:9]1[CH:14]=[CH:13][CH:12]=[CH:11][CH:10]=1)[C@@H:5]([O:6][Si:44]([C:47]([CH3:50])([CH3:49])[CH3:48])([CH3:46])[CH3:45])[CH2:4][CH:3]([CH2:23][C:24]1[CH:29]=[CH:28][C:27]([C:30]2[CH:35]=[CH:34][CH:33]=[CH:32][N:31]=2)=[CH:26][CH:25]=1)[C:2]([OH:36])=[O:1])=[O:22])([CH3:20])([CH3:21])[CH3:19]. (3) Given the reactants [N:1]1([C:6]([C:8]2[CH:16]=[CH:15][C:11]([C:12]([OH:14])=O)=[CH:10][C:9]=2[CH3:17])=[O:7])[CH2:5][CH:4]=[CH:3][CH2:2]1.CN(C(ON1N=NC2C=CC=CC1=2)=[N+](C)C)C.[B-](F)(F)(F)F.C(N(C(C)C)CC)(C)C.[Cl:49][C:50]1[CH:61]=[CH:60][C:53]2[NH:54][C:55]([C@@H:57]([NH2:59])[CH3:58])=[N:56][C:52]=2[CH:51]=1.ClCl, predict the reaction product. The product is: [Cl:49][C:50]1[CH:61]=[CH:60][C:53]2[NH:54][C:55]([C@@H:57]([NH:59][C:12](=[O:14])[C:11]3[CH:15]=[CH:16][C:8]([C:6]([N:1]4[CH2:2][CH:3]=[CH:4][CH2:5]4)=[O:7])=[C:9]([CH3:17])[CH:10]=3)[CH3:58])=[N:56][C:52]=2[CH:51]=1.